This data is from Forward reaction prediction with 1.9M reactions from USPTO patents (1976-2016). The task is: Predict the product of the given reaction. (1) Given the reactants [CH3:1][O:2][C:3](=[O:18])[C:4]([CH3:17])([CH3:16])[CH2:5][O:6][C:7]1[CH:12]=[CH:11][C:10]([Br:13])=[CH:9][C:8]=1[CH:14]=O.[Cl:19][C:20]1[CH:28]=[C:27]2[C:23]([CH2:24][C:25](=[O:29])[NH:26]2)=[CH:22][CH:21]=1.N1CCCC1, predict the reaction product. The product is: [CH3:1][O:2][C:3](=[O:18])[C:4]([CH3:17])([CH3:16])[CH2:5][O:6][C:7]1[CH:12]=[CH:11][C:10]([Br:13])=[CH:9][C:8]=1/[CH:14]=[C:24]1\[C:25](=[O:29])[NH:26][C:27]2[C:23]\1=[CH:22][CH:21]=[C:20]([Cl:19])[CH:28]=2. (2) Given the reactants I[C:2]1[C:10]2[C:5](=[CH:6][C:7]([CH:11]=[O:12])=[CH:8][CH:9]=2)[N:4]([CH2:13][O:14][CH2:15][CH2:16][Si:17]([CH3:20])([CH3:19])[CH3:18])[N:3]=1.[CH:21]([C:23]1[CH:28]=[N:27][CH:26]=[CH:25][N:24]=1)=[CH2:22].C(N(C(C)C)C(C)C)C, predict the reaction product. The product is: [N:24]1[CH:25]=[CH:26][N:27]=[CH:28][C:23]=1/[CH:21]=[CH:22]/[C:2]1[C:10]2[C:5](=[CH:6][C:7]([CH:11]=[O:12])=[CH:8][CH:9]=2)[N:4]([CH2:13][O:14][CH2:15][CH2:16][Si:17]([CH3:20])([CH3:19])[CH3:18])[N:3]=1. (3) Given the reactants Br[C:2]1[CH:3]=[N:4][C:5]([N:8]2[C:16]3[C:11](=[CH:12][CH:13]=[C:14]([C:17]([N:19]([CH2:21][C:22]([O:24][CH3:25])=[O:23])[CH3:20])=[O:18])[CH:15]=3)[C:10]([S:26][CH3:27])=[CH:9]2)=[N:6][CH:7]=1.[F:28][C:29]1[CH:34]=[CH:33][C:32]([CH3:35])=[CH:31][C:30]=1B(O)O, predict the reaction product. The product is: [F:28][C:29]1[CH:34]=[CH:33][C:32]([CH3:35])=[CH:31][C:30]=1[C:2]1[CH:3]=[N:4][C:5]([N:8]2[C:16]3[C:11](=[CH:12][CH:13]=[C:14]([C:17]([N:19]([CH2:21][C:22]([O:24][CH3:25])=[O:23])[CH3:20])=[O:18])[CH:15]=3)[C:10]([S:26][CH3:27])=[CH:9]2)=[N:6][CH:7]=1. (4) Given the reactants [C:1]1(=[O:9])[CH2:8][CH2:7][CH2:6][CH2:5][CH2:4][CH2:3][CH2:2]1.[Li+].C[Si]([N-][Si](C)(C)C)(C)C.Br[CH2:21][C:22]1[CH:27]=[CH:26][CH:25]=[C:24]([Cl:28])[CH:23]=1, predict the reaction product. The product is: [Cl:28][C:24]1[CH:23]=[C:22]([CH:27]=[CH:26][CH:25]=1)[CH2:21][CH:2]1[CH2:3][CH2:4][CH2:5][CH2:6][CH2:7][CH2:8][C:1]1=[O:9]. (5) The product is: [CH:17]([O:20][C:21]1[CH:26]=[CH:25][C:24]([CH:27]([O:34][CH3:35])[C:28]([N:30]([O:32][CH3:33])[CH3:31])=[O:29])=[CH:23][CH:22]=1)([CH3:19])[CH3:18].[Br:36][C:37]1[C:42]([O:43][CH3:44])=[CH:41][C:40]([C:45]2[N:46]=[C:47]([C:12](=[O:14])[CH:11]([C:8]3[CH:7]=[CH:6][C:5]([O:4][CH:1]([CH3:2])[CH3:3])=[CH:10][CH:9]=3)[O:15][CH3:16])[O:48][CH:49]=2)=[CH:39][C:38]=1[O:50][CH3:51]. Given the reactants [CH:1]([O:4][C:5]1[CH:10]=[CH:9][C:8]([CH:11]([O:15][CH3:16])[C:12]([OH:14])=O)=[CH:7][CH:6]=1)([CH3:3])[CH3:2].[CH:17]([O:20][C:21]1[CH:26]=[CH:25][C:24]([CH:27]([O:34][CH3:35])[C:28]([N:30]([O:32][CH3:33])[CH3:31])=[O:29])=[CH:23][CH:22]=1)([CH3:19])[CH3:18].[Br:36][C:37]1[C:42]([O:43][CH3:44])=[CH:41][C:40]([C:45]2[N:46]=[CH:47][O:48][CH:49]=2)=[CH:39][C:38]=1[O:50][CH3:51], predict the reaction product.